Dataset: Serine/threonine kinase 33 screen with 319,792 compounds. Task: Binary Classification. Given a drug SMILES string, predict its activity (active/inactive) in a high-throughput screening assay against a specified biological target. (1) The drug is S1(=O)(=O)c2c(C(=O)c3c1cccc3C(=O)NCc1ccc(cc1)C)ccc(N1CCOCC1)c2. The result is 0 (inactive). (2) The result is 0 (inactive). The drug is O1c2c(C(c3c(OC)c(OC)ccc3)C(=C1N)C#N)c(=O)n(c(c2)C)Cc1ncccc1. (3) The drug is O(C1=C/C(=C\C(=c2\[nH][nH]c(N)c2C#N)C#N)C=CC1=O)CC. The result is 1 (active). (4) The drug is s1c(=O)c2C(C(=C(Oc2c2c1cccc2)N)C#N)c1cccnc1. The result is 0 (inactive).